This data is from Full USPTO retrosynthesis dataset with 1.9M reactions from patents (1976-2016). The task is: Predict the reactants needed to synthesize the given product. (1) Given the product [Cl:1][C:2]1[CH:3]=[C:4]2[C:8](=[CH:9][CH:10]=1)[N:7]([C:11]1[N:15]([CH3:16])[N:14]=[C:13]([CH3:17])[C:12]=1[CH2:18][C:19]([OH:22])=[O:20])[CH:6]=[CH:5]2, predict the reactants needed to synthesize it. The reactants are: [Cl:1][C:2]1[CH:3]=[C:4]2[C:8](=[CH:9][CH:10]=1)[N:7]([C:11]1[N:15]([CH3:16])[N:14]=[C:13]([CH3:17])[C:12]=1[CH2:18][CH:19]=[O:20])[CH:6]=[CH:5]2.P([O-])(O)(O)=[O:22].[Na+].Cl([O-])=O.[Na+].CC(=CC)C. (2) The reactants are: [CH3:1][N:2]1[C:11]2[C:6](=[CH:7][C:8]([C:25]([F:28])([F:27])[F:26])=[C:9]([C:12]3[CH:13]=[CH:14][C:15]([C:18]([O:20]C(C)(C)C)=[O:19])=[N:16][CH:17]=3)[CH:10]=2)[NH:5][CH2:4][CH2:3]1.Br[C:30]1[C:34]2[CH2:35][N:36]([C:39](=[O:41])[CH3:40])[CH2:37][CH2:38][C:33]=2[N:32]([CH:42]2[CH2:47][CH2:46][O:45][CH2:44][CH2:43]2)[N:31]=1.[O-]P([O-])([O-])=O.[K+].[K+].[K+]. Given the product [C:39]([N:36]1[CH2:37][CH2:38][C:33]2[N:32]([CH:42]3[CH2:47][CH2:46][O:45][CH2:44][CH2:43]3)[N:31]=[C:30]([N:5]3[C:6]4[C:11](=[CH:10][C:9]([C:12]5[CH:13]=[CH:14][C:15]([C:18]([OH:20])=[O:19])=[N:16][CH:17]=5)=[C:8]([C:25]([F:28])([F:26])[F:27])[CH:7]=4)[N:2]([CH3:1])[CH2:3][CH2:4]3)[C:34]=2[CH2:35]1)(=[O:41])[CH3:40], predict the reactants needed to synthesize it. (3) The reactants are: [CH3:1][N:2]1[CH2:7][CH2:6][N:5]([C:8]2[C:9]([N+:15]([O-])=O)=[C:10]([CH:12]=[CH:13][CH:14]=2)[NH2:11])[CH2:4][CH2:3]1.[H][H].[N:20]1([CH2:34][C:35](O)=O)[CH:33]2[CH:24]([CH2:25][CH2:26][C:27]3[C:32]2=[N:31][CH:30]=[CH:29][CH:28]=3)[CH2:23][CH2:22][CH2:21]1.C(N(CC)C(C)C)(C)C.O=C1N(P(Cl)(N2CCOC2=O)=O)CCO1. Given the product [CH3:1][N:2]1[CH2:7][CH2:6][N:5]([C:8]2[C:9]3[N:15]=[C:35]([CH2:34][N:20]4[CH:33]5[CH:24]([CH2:25][CH2:26][C:27]6[C:32]5=[N:31][CH:30]=[CH:29][CH:28]=6)[CH2:23][CH2:22][CH2:21]4)[NH:11][C:10]=3[CH:12]=[CH:13][CH:14]=2)[CH2:4][CH2:3]1, predict the reactants needed to synthesize it. (4) The reactants are: ClC1C(OCC2(C(F)(F)F)CCCCC2)=C[C:5](F)=[C:6]([CH:14]=1)C(OC(C)(C)C)=O.Cl[C:29]1[C:30]([O:43][CH2:44][CH:45]2[CH2:50][CH2:49][CH2:48][C:47]([CH3:52])([CH3:51])[CH2:46]2)=[CH:31][C:32]([F:42])=[C:33]([CH:41]=1)[C:34]([O:36][C:37]([CH3:40])([CH3:39])[CH3:38])=[O:35]. Given the product [CH:14]1([C:29]2[C:30]([O:43][CH2:44][CH:45]3[CH2:50][CH2:49][CH2:48][C:47]([CH3:52])([CH3:51])[CH2:46]3)=[CH:31][C:32]([F:42])=[C:33]([CH:41]=2)[C:34]([O:36][C:37]([CH3:40])([CH3:39])[CH3:38])=[O:35])[CH2:6][CH2:5]1, predict the reactants needed to synthesize it. (5) Given the product [N+:10]([C:7]1[CH:8]=[CH:9][C:2]([N:24]2[CH2:25][C:22]3([CH2:19][O:20][CH2:21]3)[CH2:23]2)=[C:3]([CH:6]=1)[C:4]#[N:5])([O-:12])=[O:11], predict the reactants needed to synthesize it. The reactants are: F[C:2]1[CH:9]=[CH:8][C:7]([N+:10]([O-:12])=[O:11])=[CH:6][C:3]=1[C:4]#[N:5].C(=O)([O-])[O-].[K+].[K+].[CH2:19]1[C:22]2([CH2:25][NH:24][CH2:23]2)[CH2:21][O:20]1. (6) Given the product [Cl:41][C:42]1[CH:43]=[C:44]([C:49]([F:56])=[C:50]2[CH2:51][CH2:52][N:53]([S:35]([C:34]3[C:33]([CH3:39])=[N:32][NH:31][C:30]=3[CH3:29])(=[O:37])=[O:36])[CH2:54][CH2:55]2)[CH:45]=[CH:46][C:47]=1[F:48], predict the reactants needed to synthesize it. The reactants are: ClC1C=CC(C(=C2CCN(S(C3C(C)=NNC=3C)(=O)=O)CC2)C(OC)=O)=CC=1.[CH3:29][C:30]1[C:34]([S:35](Cl)(=[O:37])=[O:36])=[C:33]([CH3:39])[NH:32][N:31]=1.Cl.[Cl:41][C:42]1[CH:43]=[C:44]([C:49]([F:56])=[C:50]2[CH2:55][CH2:54][NH:53][CH2:52][CH2:51]2)[CH:45]=[CH:46][C:47]=1[F:48]. (7) Given the product [F:5][C:6]1[CH:7]=[CH:8][C:9]2[N:13]=[C:12]([C:14]3[C:22]4[N:21]5[CH:23]=[CH:24][CH:25]=[C:20]5[CH:19]([NH:26][C:37]([C:36]5[C:31]6[CH:30]=[CH:29][NH:28][C:32]=6[N:33]=[CH:34][CH:35]=5)=[O:38])[C:18]=4[CH:17]=[CH:16][CH:15]=3)[NH:11][C:10]=2[CH:27]=1, predict the reactants needed to synthesize it. The reactants are: C(O)(=O)C.[F:5][C:6]1[CH:7]=[CH:8][C:9]2[N:13]=[C:12]([C:14]3[C:22]4[N:21]5[CH:23]=[CH:24][CH:25]=[C:20]5[CH:19]([NH2:26])[C:18]=4[CH:17]=[CH:16][CH:15]=3)[NH:11][C:10]=2[CH:27]=1.[NH:28]1[C:32]2[N:33]=[CH:34][CH:35]=[C:36]([C:37](O)=[O:38])[C:31]=2[CH:30]=[CH:29]1.C(N(C(C)C)CC)(C)C.